Dataset: Reaction yield outcomes from USPTO patents with 853,638 reactions. Task: Predict the reaction yield, written as a fraction of the theoretical maximum amount of product (1.0 means a 100% yield; for example, 0.34 means a 34% yield). (1) The reactants are [NH2:1][CH:2]1[CH2:7][CH2:6][O:5][CH2:4][CH2:3]1.CC(C)([O-])C.[Na+].Br[C:15]1[CH:22]=[C:21]([N:23]2[C:31]3[CH2:30][C:29]([CH3:33])([CH3:32])[CH2:28][C:27](=[O:34])[C:26]=3[C:25]([CH:35]([F:37])[F:36])=[N:24]2)[CH:20]=[CH:19][C:16]=1[C:17]#[N:18]. The catalyst is C1(C)C=CC=CC=1.O.C(OCC)(=O)C.C([O-])(=O)C.[Pd+2].C([O-])(=O)C.C1(P(C2C=CC=CC=2)[C-]2C=CC=C2)C=CC=CC=1.[C-]1(P(C2C=CC=CC=2)C2C=CC=CC=2)C=CC=C1.[Fe+2]. The product is [CH3:32][C:29]1([CH3:33])[CH2:30][C:31]2[N:23]([C:21]3[CH:22]=[CH:15][C:16]([C:17]#[N:18])=[C:19]([NH:1][CH:2]4[CH2:7][CH2:6][O:5][CH2:4][CH2:3]4)[CH:20]=3)[N:24]=[C:25]([CH:35]([F:36])[F:37])[C:26]=2[C:27](=[O:34])[CH2:28]1. The yield is 0.650. (2) The reactants are Cl.[CH3:2][C:3]1[CH:8]=[CH:7][CH:6]=[CH:5][C:4]=1[NH:9][NH2:10].[CH:11]1([C:16](=O)[CH2:17][C:18]#[N:19])[CH2:15][CH2:14][CH2:13][CH2:12]1. The catalyst is C1(C)C=CC=CC=1. The product is [CH:11]1([C:16]2[CH:17]=[C:18]([NH2:19])[N:9]([C:4]3[CH:5]=[CH:6][CH:7]=[CH:8][C:3]=3[CH3:2])[N:10]=2)[CH2:15][CH2:14][CH2:13][CH2:12]1. The yield is 0.620. (3) The reactants are C(Cl)(=O)C(Cl)=O.CS(C)=O.[C:11]([O:14][C@@H:15]1[C@H:19]([CH2:20][CH2:21][CH2:22][CH2:23][CH2:24][CH2:25][C:26]([O:28][CH3:29])=[O:27])[C@@H:18]([CH2:30][OH:31])[C@H:17]([O:32][CH:33]2[CH2:38][CH2:37][CH2:36][CH2:35][O:34]2)[CH2:16]1)(=[O:13])[CH3:12].C(N(CC)CC)C. The catalyst is ClCCl.O. The product is [C:11]([O:14][C@@H:15]1[C@H:19]([CH2:20][CH2:21][CH2:22][CH2:23][CH2:24][CH2:25][C:26]([O:28][CH3:29])=[O:27])[C@@H:18]([CH:30]=[O:31])[C@H:17]([O:32][CH:33]2[CH2:38][CH2:37][CH2:36][CH2:35][O:34]2)[CH2:16]1)(=[O:13])[CH3:12]. The yield is 0.924.